From a dataset of Reaction yield outcomes from USPTO patents with 853,638 reactions. Predict the reaction yield, written as a fraction of the theoretical maximum amount of product (1.0 means a 100% yield; for example, 0.34 means a 34% yield). (1) The reactants are [CH3:1][O:2][C:3]1[CH:4]=[C:5]([C:11]2[C:19]3[C:14](=[N:15][CH:16]=[CH:17][CH:18]=3)[NH:13][CH:12]=2)[CH:6]=[CH:7][C:8]=1[O:9][CH3:10].[H-].[Na+].[CH2:22]([O:24][C:25]1[CH:34]=[CH:33][C:32]2[C:27](=[CH:28][CH:29]=[CH:30][CH:31]=2)[C:26]=1[C:35](Cl)=[O:36])[CH3:23]. The catalyst is CN(C=O)C. The product is [CH3:1][O:2][C:3]1[CH:4]=[C:5]([C:11]2[C:19]3[C:14](=[N:15][CH:16]=[CH:17][CH:18]=3)[N:13]([C:35]([C:26]3[C:27]4[C:32](=[CH:31][CH:30]=[CH:29][CH:28]=4)[CH:33]=[CH:34][C:25]=3[O:24][CH2:22][CH3:23])=[O:36])[CH:12]=2)[CH:6]=[CH:7][C:8]=1[O:9][CH3:10]. The yield is 0.700. (2) The reactants are [CH2:1]([O:3][C:4]([NH:6][C:7]1[C:15]2[NH:14][C:13]3[CH2:16][CH2:17][N:18]([C:20]([O:22][CH2:23][CH3:24])=[O:21])[CH2:19][C:12]=3[C:11]=2[CH:10]=[CH:9][CH:8]=1)=[O:5])[CH3:2].C(O)(C(F)(F)F)=O.[BH3-]C#N.[Na+]. The catalyst is C(Cl)Cl. The product is [CH2:1]([O:3][C:4]([NH:6][C:7]1[C:15]2[NH:14][CH:13]3[CH2:16][CH2:17][N:18]([C:20]([O:22][CH2:23][CH3:24])=[O:21])[CH2:19][CH:12]3[C:11]=2[CH:10]=[CH:9][CH:8]=1)=[O:5])[CH3:2]. The yield is 0.800.